Dataset: Reaction yield outcomes from USPTO patents with 853,638 reactions. Task: Predict the reaction yield, written as a fraction of the theoretical maximum amount of product (1.0 means a 100% yield; for example, 0.34 means a 34% yield). (1) The reactants are [Cl:1][C:2]1[CH:3]=[C:4]([CH2:16][C:17]([O:19][CH3:20])=[O:18])[CH:5]=[CH:6][C:7]=1OS(C(F)(F)F)(=O)=O.CCOC(C)=O.C([O-])(O)=O.[Na+].[CH3:32][N:33](C=O)C. The catalyst is [C-]#N.[C-]#N.[Zn+2].C1C=CC([P]([Pd]([P](C2C=CC=CC=2)(C2C=CC=CC=2)C2C=CC=CC=2)([P](C2C=CC=CC=2)(C2C=CC=CC=2)C2C=CC=CC=2)[P](C2C=CC=CC=2)(C2C=CC=CC=2)C2C=CC=CC=2)(C2C=CC=CC=2)C2C=CC=CC=2)=CC=1. The product is [Cl:1][C:2]1[CH:3]=[C:4]([CH2:16][C:17]([O:19][CH3:20])=[O:18])[CH:5]=[CH:6][C:7]=1[C:32]#[N:33]. The yield is 0.790. (2) The reactants are [C:1]1(=[O:11])[NH:5][C:4](=[O:6])[C:3]2=[CH:7][CH:8]=[CH:9][CH:10]=[C:2]12.[K].[CH2:13]([C@@H:15]1[O:17][CH2:16]1)Cl. The catalyst is [Cl-].C([N+](C)(C)C)C1C=CC=CC=1.CO. The product is [CH2:13]([C:10]1[CH:9]=[CH:8][CH:7]=[C:3]2[C:4]([NH:5][C:1](=[O:11])[C:2]=12)=[O:6])[C@H:15]1[O:17][CH2:16]1. The yield is 0.680.